From a dataset of Forward reaction prediction with 1.9M reactions from USPTO patents (1976-2016). Predict the product of the given reaction. (1) Given the reactants [Br:1][C:2]1[CH:3]=[C:4]([NH2:9])[C:5]([NH2:8])=[N:6][CH:7]=1.[CH2:10]([O:17][C:18]([NH:20][C@@H:21]([C:23](O)=O)[CH3:22])=[O:19])[C:11]1[CH:16]=[CH:15][CH:14]=[CH:13][CH:12]=1.[CH3:26][Si:27]([CH3:34])([CH3:33])[CH2:28][CH2:29][O:30][CH2:31]Cl, predict the reaction product. The product is: [C:11]1([CH2:10][O:17][C:18](=[O:19])[N:20]([C@@H:21]([C:22]2[N:8]([CH2:31][O:30][CH2:29][CH2:28][Si:27]([CH3:34])([CH3:33])[CH3:26])[C:5]3=[N:6][CH:7]=[C:2]([Br:1])[CH:3]=[C:4]3[N:9]=2)[CH3:23])[CH2:31][O:30][CH2:29][CH2:28][Si:27]([CH3:34])([CH3:33])[CH3:26])[CH:12]=[CH:13][CH:14]=[CH:15][CH:16]=1. (2) Given the reactants [CH3:1][O:2][C:3]1[CH:4]=[C:5]2[C:10](=[CH:11][C:12]=1[O:13][CH3:14])[C:9]([C:15](=[O:24])[C:16]1[CH:21]=[CH:20][CH:19]=[C:18]([O:22][CH3:23])[CH:17]=1)=[N:8][CH:7]=[C:6]2[C:25]([OH:27])=O.C(N(CC)CC)C.C(OC(Cl)=O)C(C)C.[OH:43][CH:44]1[CH2:49][CH2:48][NH:47][CH2:46][CH2:45]1, predict the reaction product. The product is: [OH:43][CH:44]1[CH2:49][CH2:48][N:47]([C:25]([C:6]2[C:5]3[C:10](=[CH:11][C:12]([O:13][CH3:14])=[C:3]([O:2][CH3:1])[CH:4]=3)[C:9]([C:15]([C:16]3[CH:21]=[CH:20][CH:19]=[C:18]([O:22][CH3:23])[CH:17]=3)=[O:24])=[N:8][CH:7]=2)=[O:27])[CH2:46][CH2:45]1. (3) Given the reactants [F:1][C:2]1[CH:3]=[C:4]([CH:43]=[C:44]([F:46])[CH:45]=1)[CH2:5][C:6]1[CH:7]=[C:8]2[C:12](=[CH:13][CH:14]=1)[NH:11][N:10]=[C:9]2[NH:15][C:16]([C:18]1[CH:23]=[CH:22][C:21]([N:24]2[CH2:29][CH2:28][N:27]([CH3:30])[CH2:26][CH2:25]2)=[CH:20][C:19]=1[NH:31][CH:32]1[CH2:37][CH2:36][N:35](C(OCC)=O)[CH2:34][CH2:33]1)=[O:17].C(OCC)(=O)C, predict the reaction product. The product is: [F:1][C:2]1[CH:3]=[C:4]([CH:43]=[C:44]([F:46])[CH:45]=1)[CH2:5][C:6]1[CH:7]=[C:8]2[C:12](=[CH:13][CH:14]=1)[NH:11][N:10]=[C:9]2[NH:15][C:16](=[O:17])[C:18]1[CH:23]=[CH:22][C:21]([N:24]2[CH2:29][CH2:28][N:27]([CH3:30])[CH2:26][CH2:25]2)=[CH:20][C:19]=1[NH:31][CH:32]1[CH2:33][CH2:34][NH:35][CH2:36][CH2:37]1. (4) Given the reactants [F:1][C:2]([F:25])([C:9]([F:24])([F:23])[C:10]([F:22])([F:21])[C:11]([F:20])([F:19])[C:12]([F:18])([F:17])[C:13]([F:16])([F:15])[F:14])[C:3]#[C:4]C(C)(O)C.[OH-].[Na+], predict the reaction product. The product is: [F:1][C:2]([F:25])([C:9]([F:23])([F:24])[C:10]([F:21])([F:22])[C:11]([F:19])([F:20])[C:12]([F:17])([F:18])[C:13]([F:16])([F:15])[F:14])[C:3]#[CH:4]. (5) Given the reactants [ClH:1].Cl.Cl.[CH:4]([C@H:17]1[N:22]2[CH2:23][CH2:24][NH:25][CH2:26][C@H:21]2[CH2:20][N:19]([CH2:27][C:28]2[CH:33]=[C:32]([N:34]3[C:38]([C:39]([F:42])([F:41])[F:40])=[N:37][N:36]=[N:35]3)[CH:31]=[CH:30][C:29]=2[O:43][CH3:44])[CH2:18]1)([C:11]1[CH:16]=[CH:15][CH:14]=[CH:13][CH:12]=1)[C:5]1[CH:10]=[CH:9][CH:8]=[CH:7][CH:6]=1.[CH:45]([N:48]([CH2:52]C)C(C)C)(C)C.Cl.C(OCC)(=[O:57])C, predict the reaction product. The product is: [ClH:1].[ClH:1].[CH:4]([C@H:17]1[N:22]2[CH2:23][CH2:24][N:25]([C:52](=[O:57])[NH:48][CH3:45])[CH2:26][C@H:21]2[CH2:20][N:19]([CH2:27][C:28]2[CH:33]=[C:32]([N:34]3[C:38]([C:39]([F:42])([F:41])[F:40])=[N:37][N:36]=[N:35]3)[CH:31]=[CH:30][C:29]=2[O:43][CH3:44])[CH2:18]1)([C:5]1[CH:10]=[CH:9][CH:8]=[CH:7][CH:6]=1)[C:11]1[CH:12]=[CH:13][CH:14]=[CH:15][CH:16]=1.